From a dataset of Forward reaction prediction with 1.9M reactions from USPTO patents (1976-2016). Predict the product of the given reaction. (1) Given the reactants [CH3:1][C:2]1[O:6][N:5]=[C:4]([C:7]2[CH:12]=[CH:11][CH:10]=[CH:9][CH:8]=2)[C:3]=1[CH2:13][O:14][C:15]1[CH:23]=[CH:22][C:18]([C:19]([OH:21])=O)=[CH:17][N:16]=1.[NH2:24][CH2:25][C:26]1[S:27][CH:28]=[C:29]([C:31]#[N:32])[N:30]=1, predict the reaction product. The product is: [C:31]([C:29]1[N:30]=[C:26]([CH2:25][NH:24][C:19](=[O:21])[C:18]2[CH:22]=[CH:23][C:15]([O:14][CH2:13][C:3]3[C:4]([C:7]4[CH:8]=[CH:9][CH:10]=[CH:11][CH:12]=4)=[N:5][O:6][C:2]=3[CH3:1])=[N:16][CH:17]=2)[S:27][CH:28]=1)#[N:32]. (2) Given the reactants [Br:1][C:2]1[CH:9]=[C:8]([S:10][C:11]2[CH:16]=[CH:15][C:14]([Cl:17])=[CH:13][CH:12]=2)[CH:7]=[CH:6][C:3]=1[CH:4]=[O:5].[BH4-].[Na+], predict the reaction product. The product is: [Br:1][C:2]1[CH:9]=[C:8]([S:10][C:11]2[CH:16]=[CH:15][C:14]([Cl:17])=[CH:13][CH:12]=2)[CH:7]=[CH:6][C:3]=1[CH2:4][OH:5].